From a dataset of Merck oncology drug combination screen with 23,052 pairs across 39 cell lines. Regression. Given two drug SMILES strings and cell line genomic features, predict the synergy score measuring deviation from expected non-interaction effect. (1) Drug 1: CS(=O)(=O)CCNCc1ccc(-c2ccc3ncnc(Nc4ccc(OCc5cccc(F)c5)c(Cl)c4)c3c2)o1. Drug 2: CCc1c2c(nc3ccc(O)cc13)-c1cc3c(c(=O)n1C2)COC(=O)C3(O)CC. Cell line: MSTO. Synergy scores: synergy=62.6. (2) Synergy scores: synergy=25.2. Cell line: COLO320DM. Drug 2: CC(=O)OC1C(=O)C2(C)C(O)CC3OCC3(OC(C)=O)C2C(OC(=O)c2ccccc2)C2(O)CC(OC(=O)C(O)C(NC(=O)c3ccccc3)c3ccccc3)C(C)=C1C2(C)C. Drug 1: CN1C(=O)C=CC2(C)C3CCC4(C)C(NC(=O)OCC(F)(F)F)CCC4C3CCC12. (3) Drug 1: COC1=C2CC(C)CC(OC)C(O)C(C)C=C(C)C(OC(N)=O)C(OC)C=CC=C(C)C(=O)NC(=CC1=O)C2=O. Drug 2: Cn1c(=O)n(-c2ccc(C(C)(C)C#N)cc2)c2c3cc(-c4cnc5ccccc5c4)ccc3ncc21. Cell line: ZR751. Synergy scores: synergy=8.74. (4) Drug 1: O=S1(=O)NC2(CN1CC(F)(F)F)C1CCC2Cc2cc(C=CCN3CCC(C(F)(F)F)CC3)ccc2C1. Drug 2: O=c1[nH]cc(F)c(=O)[nH]1. Cell line: UWB1289. Synergy scores: synergy=-10.6. (5) Drug 1: CCN(CC)CCNC(=O)c1c(C)[nH]c(C=C2C(=O)Nc3ccc(F)cc32)c1C. Drug 2: Cn1nnc2c(C(N)=O)ncn2c1=O. Cell line: A2780. Synergy scores: synergy=15.4. (6) Drug 1: O=S1(=O)NC2(CN1CC(F)(F)F)C1CCC2Cc2cc(C=CCN3CCC(C(F)(F)F)CC3)ccc2C1. Drug 2: CC1(c2nc3c(C(N)=O)cccc3[nH]2)CCCN1. Cell line: NCIH520. Synergy scores: synergy=3.24. (7) Drug 1: CN1C(=O)C=CC2(C)C3CCC4(C)C(NC(=O)OCC(F)(F)F)CCC4C3CCC12. Drug 2: CCc1c2c(nc3ccc(O)cc13)-c1cc3c(c(=O)n1C2)COC(=O)C3(O)CC. Cell line: EFM192B. Synergy scores: synergy=-8.41. (8) Drug 2: NC1(c2ccc(-c3nc4ccn5c(=O)[nH]nc5c4cc3-c3ccccc3)cc2)CCC1. Synergy scores: synergy=6.01. Cell line: LNCAP. Drug 1: CCN(CC)CCNC(=O)c1c(C)[nH]c(C=C2C(=O)Nc3ccc(F)cc32)c1C.